Task: Predict the product of the given reaction.. Dataset: Forward reaction prediction with 1.9M reactions from USPTO patents (1976-2016) (1) The product is: [OH:32][CH2:31][C@@H:30]([NH:29][C:23](=[O:24])[C:22]1[CH:26]=[CH:27][C:19]([CH:11]([C:12]2[CH:17]=[CH:16][CH:15]=[CH:14][C:13]=2[CH3:18])[CH2:10][C:9]([C:4]2[CH:5]=[CH:6][C:7](=[O:8])[N:2]([CH3:1])[CH:3]=2)=[O:28])=[CH:20][CH:21]=1)[CH:33]([CH3:35])[CH3:34]. Given the reactants [CH3:1][N:2]1[C:7](=[O:8])[CH:6]=[CH:5][C:4]([C:9](=[O:28])[CH2:10][CH:11]([C:19]2[CH:27]=[CH:26][C:22]([C:23](O)=[O:24])=[CH:21][CH:20]=2)[C:12]2[CH:17]=[CH:16][CH:15]=[CH:14][C:13]=2[CH3:18])=[CH:3]1.[NH2:29][C@@H:30]([CH:33]([CH3:35])[CH3:34])[CH2:31][OH:32].F[P-](F)(F)(F)(F)F.N1(O[P+](N(C)C)(N(C)C)N(C)C)C2C=CC=CC=2N=N1, predict the reaction product. (2) Given the reactants [NH2:1][C:2]1[C:10]([N+:11]([O-:13])=[O:12])=[CH:9][C:8]([CH3:14])=[CH:7][C:3]=1[C:4]([OH:6])=[O:5].[CH3:15]COCC, predict the reaction product. The product is: [CH3:15][O:5][C:4](=[O:6])[C:3]1[CH:7]=[C:8]([CH3:14])[CH:9]=[C:10]([N+:11]([O-:13])=[O:12])[C:2]=1[NH2:1]. (3) Given the reactants [OH:1][C:2]1([C:5]([OH:7])=O)[CH2:4][CH2:3]1.CN(C(ON1N=NC2C=CC=CC1=2)=[N+](C)C)C.F[P-](F)(F)(F)(F)F.Cl.[N:33]1([C:39]([N:41]2[CH2:46][CH2:45][CH:44]([C:47]3[CH:48]=[C:49]4[C:54](=[CH:55][CH:56]=3)[CH:53]=[C:52]([C:57]#[N:58])[CH:51]=[CH:50]4)[CH2:43][CH2:42]2)=[O:40])[CH2:38][CH2:37][NH:36][CH2:35][CH2:34]1.CCN(C(C)C)C(C)C, predict the reaction product. The product is: [OH:1][C:2]1([C:5]([N:36]2[CH2:37][CH2:38][N:33]([C:39]([N:41]3[CH2:46][CH2:45][CH:44]([C:47]4[CH:48]=[C:49]5[C:54](=[CH:55][CH:56]=4)[CH:53]=[C:52]([C:57]#[N:58])[CH:51]=[CH:50]5)[CH2:43][CH2:42]3)=[O:40])[CH2:34][CH2:35]2)=[O:7])[CH2:4][CH2:3]1. (4) Given the reactants [CH2:1]([N:3]1[C:9](=[O:10])[C:8]2[CH:11]=[CH:12][CH:13]=[CH:14][C:7]=2[S:6](=[O:15])[C:5]2[CH:16]=[CH:17][C:18]([C:20]([OH:22])=[O:21])=[CH:19][C:4]1=2)[CH3:2].[H-].[Na+].Br[CH2:26][C:27]1[CH:32]=[CH:31][C:30]([O:33][CH3:34])=[CH:29][CH:28]=1.O, predict the reaction product. The product is: [CH2:1]([N:3]1[C:9](=[O:10])[C:8]2[CH:11]=[CH:12][CH:13]=[CH:14][C:7]=2[S:6](=[O:15])[C:5]2[CH:16]=[CH:17][C:18]([C:20]([O:22][CH2:26][C:27]3[CH:32]=[CH:31][C:30]([O:33][CH3:34])=[CH:29][CH:28]=3)=[O:21])=[CH:19][C:4]1=2)[CH3:2]. (5) Given the reactants [CH3:1][N:2]1[CH2:15][CH2:14][C:5]2[NH:6][C:7]3[CH:8]=[CH:9][C:10]([CH3:13])=[CH:11][C:12]=3[C:4]=2[CH2:3]1.[H-].[Na+].Br[CH2:19][C:20]1([C:25]2[CH:30]=[CH:29][C:28]([F:31])=[CH:27][CH:26]=2)[O:24][CH2:23][CH2:22][O:21]1.O, predict the reaction product. The product is: [F:31][C:28]1[CH:27]=[CH:26][C:25]([C:20]2([CH2:19][N:6]3[C:7]4[CH:8]=[CH:9][C:10]([CH3:13])=[CH:11][C:12]=4[C:4]4[CH2:3][N:2]([CH3:1])[CH2:15][CH2:14][C:5]3=4)[O:21][CH2:22][CH2:23][O:24]2)=[CH:30][CH:29]=1. (6) The product is: [Cl:1][C:2]1[N:10]=[C:9]([NH:24][C:23]2[CH:22]=[CH:21][C:20]([N:17]3[CH2:16][CH2:15][N:14]([CH3:13])[CH2:19][CH2:18]3)=[CH:26][CH:25]=2)[C:8]([F:12])=[CH:7][C:3]=1[C:4]([NH2:6])=[O:5]. Given the reactants [Cl:1][C:2]1[N:10]=[C:9](Cl)[C:8]([F:12])=[CH:7][C:3]=1[C:4]([NH2:6])=[O:5].[CH3:13][N:14]1[CH2:19][CH2:18][N:17]([C:20]2[CH:26]=[CH:25][C:23]([NH2:24])=[CH:22][CH:21]=2)[CH2:16][CH2:15]1.C[Si]([N-][Si](C)(C)C)(C)C.[Li+], predict the reaction product. (7) The product is: [CH2:1]([N:8]([C@@H:9]([C:11]1[CH:16]=[CH:15][CH:14]=[CH:13][CH:12]=1)[CH3:10])[C@H:29]([C:26]1[CH:27]=[CH:28][C:23]([Cl:22])=[C:24]([C:38]([F:39])([F:40])[F:41])[CH:25]=1)[CH2:30][C:31]([O:33][C:34]([CH3:35])([CH3:36])[CH3:37])=[O:32])[C:2]1[CH:7]=[CH:6][CH:5]=[CH:4][CH:3]=1. Given the reactants [CH2:1]([NH:8][C@@H:9]([C:11]1[CH:16]=[CH:15][CH:14]=[CH:13][CH:12]=1)[CH3:10])[C:2]1[CH:7]=[CH:6][CH:5]=[CH:4][CH:3]=1.C([Mg]Cl)(C)C.[Cl:22][C:23]1[CH:28]=[CH:27][C:26](/[CH:29]=[CH:30]/[C:31]([O:33][C:34]([CH3:37])([CH3:36])[CH3:35])=[O:32])=[CH:25][C:24]=1[C:38]([F:41])([F:40])[F:39].CC(O)=O, predict the reaction product. (8) Given the reactants [NH2:1][CH2:2][C@@H:3]1[C@H:8]([CH3:9])[CH2:7][CH2:6][CH2:5][N:4]1[C:10]([C:12]1[CH:17]=[C:16]([CH3:18])[CH:15]=[CH:14][C:13]=1[N:19]1[CH:23]=[N:22][C:21]([C:24](F)(F)F)=[N:20]1)=[O:11].CC1C=CC(N2C=NC(C)=N2)=C(C=1)C(O)=O, predict the reaction product. The product is: [NH2:1][CH2:2][C@@H:3]1[C@H:8]([CH3:9])[CH2:7][CH2:6][CH2:5][N:4]1[C:10]([C:12]1[CH:17]=[C:16]([CH3:18])[CH:15]=[CH:14][C:13]=1[N:19]1[CH:23]=[N:22][C:21]([CH3:24])=[N:20]1)=[O:11]. (9) Given the reactants [CH3:1][C:2]1[CH:3]=[C:4]2[C:8](=[CH:9][CH:10]=1)[NH:7][C:6]1[CH2:11][CH:12]3[NH:17][CH:16]([C:5]2=1)[CH2:15][CH2:14][CH2:13]3.[CH3:18][C:19]1[CH:24]=[CH:23][CH:22]=[CH:21][C:20]=1[CH:25]=[CH2:26], predict the reaction product. The product is: [CH3:1][C:2]1[CH:3]=[C:4]2[C:8](=[CH:9][CH:10]=1)[N:7]([CH2:26][CH2:25][C:20]1[CH:21]=[CH:22][CH:23]=[CH:24][C:19]=1[CH3:18])[C:6]1[CH2:11][C@H:12]3[NH:17][C@@H:16]([C:5]2=1)[CH2:15][CH2:14][CH2:13]3.